From a dataset of NCI-60 drug combinations with 297,098 pairs across 59 cell lines. Regression. Given two drug SMILES strings and cell line genomic features, predict the synergy score measuring deviation from expected non-interaction effect. (1) Drug 1: C1CN1P(=S)(N2CC2)N3CC3. Drug 2: CCC(=C(C1=CC=CC=C1)C2=CC=C(C=C2)OCCN(C)C)C3=CC=CC=C3.C(C(=O)O)C(CC(=O)O)(C(=O)O)O. Cell line: ACHN. Synergy scores: CSS=18.0, Synergy_ZIP=-3.00, Synergy_Bliss=-3.38, Synergy_Loewe=-14.3, Synergy_HSA=-3.90. (2) Drug 1: CN(CC1=CN=C2C(=N1)C(=NC(=N2)N)N)C3=CC=C(C=C3)C(=O)NC(CCC(=O)O)C(=O)O. Drug 2: CCN(CC)CCCC(C)NC1=C2C=C(C=CC2=NC3=C1C=CC(=C3)Cl)OC. Cell line: UO-31. Synergy scores: CSS=22.0, Synergy_ZIP=0.666, Synergy_Bliss=0.970, Synergy_Loewe=-2.20, Synergy_HSA=-1.71. (3) Drug 1: COC1=C(C=C2C(=C1)N=CN=C2NC3=CC(=C(C=C3)F)Cl)OCCCN4CCOCC4. Drug 2: CCC1=C2CN3C(=CC4=C(C3=O)COC(=O)C4(CC)O)C2=NC5=C1C=C(C=C5)O. Cell line: OVCAR-5. Synergy scores: CSS=59.6, Synergy_ZIP=1.46, Synergy_Bliss=3.70, Synergy_Loewe=4.19, Synergy_HSA=6.38.